Dataset: Reaction yield outcomes from USPTO patents with 853,638 reactions. Task: Predict the reaction yield, written as a fraction of the theoretical maximum amount of product (1.0 means a 100% yield; for example, 0.34 means a 34% yield). (1) The reactants are [NH:1]1[CH2:6][CH2:5][CH:4]([NH:7][C:8](=[O:14])[O:9][C:10]([CH3:13])([CH3:12])[CH3:11])[CH2:3][CH2:2]1.C(=O)([O-])[O-].[K+].[K+].Cl[CH2:22]/[CH:23]=[CH:24]/[C:25]1[CH:30]=[C:29]([F:31])[CH:28]=[CH:27][C:26]=1[F:32]. The catalyst is C(O)C. The product is [F:32][C:26]1[CH:27]=[CH:28][C:29]([F:31])=[CH:30][C:25]=1/[CH:24]=[CH:23]/[CH2:22][N:1]1[CH2:2][CH2:3][CH:4]([NH:7][C:8](=[O:14])[O:9][C:10]([CH3:11])([CH3:13])[CH3:12])[CH2:5][CH2:6]1. The yield is 0.690. (2) The reactants are [Br:1][C:2]1[CH:3]=[C:4]([C:9]([NH2:27])([CH:21]2[NH:26][CH2:25][CH:24]=[CH:23][NH:22]2)[C:10]2[CH:15]=[CH:14][C:13]([O:16][C:17]([F:20])([F:19])[F:18])=[CH:12][CH:11]=2)[CH:5]=[CH:6][C:7]=1[F:8].[N:28]#[C:29]Br. The catalyst is C(#N)C. The product is [Br:1][C:2]1[CH:3]=[C:4]([C:9]2([C:10]3[CH:11]=[CH:12][C:13]([O:16][C:17]([F:20])([F:19])[F:18])=[CH:14][CH:15]=3)[C:21]3=[N:26][CH2:25][CH2:24][CH2:23][N:22]3[C:29]([NH2:28])=[N:27]2)[CH:5]=[CH:6][C:7]=1[F:8]. The yield is 0.360. (3) The reactants are [CH2:1]([O:3][C:4](=[O:24])[CH2:5][NH:6][C:7]1[CH:12]=[C:11]([Cl:13])[C:10]([O:14][C:15]2[CH:20]=[CH:19][C:18]([O:21][CH3:22])=[CH:17][CH:16]=2)=[C:9]([Cl:23])[CH:8]=1)[CH3:2].Cl[C:26]([O:28][CH2:29][CH3:30])=[O:27]. No catalyst specified. The product is [CH2:1]([O:3][C:4](=[O:24])[CH2:5][N:6]([C:7]1[CH:12]=[C:11]([Cl:13])[C:10]([O:14][C:15]2[CH:20]=[CH:19][C:18]([O:21][CH3:22])=[CH:17][CH:16]=2)=[C:9]([Cl:23])[CH:8]=1)[C:26]([O:28][CH2:29][CH3:30])=[O:27])[CH3:2]. The yield is 0.610. (4) The reactants are C[O:2][C:3](=[O:42])[C@@H:4]([NH:8][C:9](=[O:41])[C:10]1[CH:15]=[CH:14][C:13]([C:16]2[CH:21]=[CH:20][C:19]([NH:22][C:23]([C:25]3[N:26]=[C:27]([C:34]4[CH:39]=[CH:38][CH:37]=[CH:36][CH:35]=4)[O:28][C:29]=3[C:30]([F:33])([F:32])[F:31])=[O:24])=[CH:18][N:17]=2)=[C:12]([Cl:40])[CH:11]=1)[CH:5]([CH3:7])[CH3:6].CO.O.O.[OH-].[Li+]. The catalyst is O1CCCC1. The product is [Cl:40][C:12]1[CH:11]=[C:10]([CH:15]=[CH:14][C:13]=1[C:16]1[CH:21]=[CH:20][C:19]([NH:22][C:23]([C:25]2[N:26]=[C:27]([C:34]3[CH:35]=[CH:36][CH:37]=[CH:38][CH:39]=3)[O:28][C:29]=2[C:30]([F:31])([F:33])[F:32])=[O:24])=[CH:18][N:17]=1)[C:9]([NH:8][CH:4]([CH:5]([CH3:6])[CH3:7])[C:3]([OH:42])=[O:2])=[O:41]. The yield is 0.930. (5) The reactants are Br[C:2]1[N:7]=[C:6]2[CH:8]=[C:9]([C:11]3[C:16]([F:17])=[CH:15][CH:14]=[CH:13][C:12]=3[Cl:18])[NH:10][C:5]2=[CH:4][CH:3]=1.[CH3:19][C:20]1[CH:25]=[C:24]([C:26]([F:29])([F:28])[F:27])[CH:23]=[CH:22][C:21]=1B(O)O.C(=O)([O-])[O-].[K+].[K+].O1CCOCC1. The catalyst is C1C=CC(P(C2C=CC=CC=2)[C-]2C=CC=C2)=CC=1.C1C=CC(P(C2C=CC=CC=2)[C-]2C=CC=C2)=CC=1.Cl[Pd]Cl.[Fe+2].O. The product is [Cl:18][C:12]1[CH:13]=[CH:14][CH:15]=[C:16]([F:17])[C:11]=1[C:9]1[NH:10][C:5]2[C:6](=[N:7][C:2]([C:21]3[CH:22]=[CH:23][C:24]([C:26]([F:27])([F:29])[F:28])=[CH:25][C:20]=3[CH3:19])=[CH:3][CH:4]=2)[CH:8]=1. The yield is 0.0740. (6) The reactants are F[C:2]1[CH:7]=[C:6]([F:8])[CH:5]=[CH:4][C:3]=1[C:9]1[C:10]([CH:20]([OH:36])[C:21]2[CH:26]=[CH:25][C:24]([O:27][CH2:28][CH2:29][N:30]3[CH2:35][CH2:34][CH2:33][CH2:32][CH2:31]3)=[CH:23][CH:22]=2)=[C:11]2[C:16](=[CH:17][CH:18]=1)[CH:15]=[C:14]([OH:19])[CH:13]=[CH:12]2.[H-].[Na+].O. The catalyst is CN(C=O)C. The product is [F:8][C:6]1[CH:5]=[C:4]2[C:3](=[CH:2][CH:7]=1)[C:9]1[C:10](=[C:11]3[C:16](=[CH:17][CH:18]=1)[CH:15]=[C:14]([OH:19])[CH:13]=[CH:12]3)[CH:20]([C:21]1[CH:22]=[CH:23][C:24]([O:27][CH2:28][CH2:29][N:30]3[CH2:31][CH2:32][CH2:33][CH2:34][CH2:35]3)=[CH:25][CH:26]=1)[O:36]2. The yield is 0.690.